Dataset: Reaction yield outcomes from USPTO patents with 853,638 reactions. Task: Predict the reaction yield, written as a fraction of the theoretical maximum amount of product (1.0 means a 100% yield; for example, 0.34 means a 34% yield). (1) The reactants are [CH3:1][C:2]1[N:11]([CH:12]2[CH2:17][CH2:16][C:15](=[O:18])[NH:14][C:13]2=[O:19])[C:10](=[O:20])[C:9]2[C:4](=[CH:5][CH:6]=[CH:7][C:8]=2[N+:21]([O-])=O)[N:3]=1. The yield is 0.690. The product is [NH2:21][C:8]1[CH:7]=[CH:6][CH:5]=[C:4]2[C:9]=1[C:10](=[O:20])[N:11]([CH:12]1[CH2:17][CH2:16][C:15](=[O:18])[NH:14][C:13]1=[O:19])[C:2]([CH3:1])=[N:3]2. The catalyst is CN(C=O)C.[OH-].[OH-].[Pd+2]. (2) The reactants are [Cl:1][C:2]1[CH:7]=[CH:6][C:5]([Cl:8])=[CH:4][C:3]=1F.[CH:10]1([CH:13]([OH:25])[CH2:14][CH2:15][N:16]([CH3:24])[C:17](=[O:23])[O:18][C:19]([CH3:22])([CH3:21])[CH3:20])[CH2:12][CH2:11]1.[H-].[Na+].O. The catalyst is CS(C)=O. The product is [CH:10]1([CH:13]([O:25][C:3]2[CH:4]=[C:5]([Cl:8])[CH:6]=[CH:7][C:2]=2[Cl:1])[CH2:14][CH2:15][N:16]([CH3:24])[C:17](=[O:23])[O:18][C:19]([CH3:22])([CH3:20])[CH3:21])[CH2:12][CH2:11]1. The yield is 0.470.